Dataset: Reaction yield outcomes from USPTO patents with 853,638 reactions. Task: Predict the reaction yield, written as a fraction of the theoretical maximum amount of product (1.0 means a 100% yield; for example, 0.34 means a 34% yield). (1) The reactants are CN(C)C=O.Br[C:7]1[C:8]([F:18])=[C:9]([CH:12]=[C:13]([CH2:15][CH2:16][CH3:17])[CH:14]=1)[C:10]#[N:11].C(N(C(C)C)CC)(C)C.[CH:28]([C:30]1[CH:35]=[CH:34][N:33]=[CH:32][CH:31]=1)=[CH2:29]. The catalyst is C(OCC)(=O)C.C1C=CC([P]([Pd]([P](C2C=CC=CC=2)(C2C=CC=CC=2)C2C=CC=CC=2)([P](C2C=CC=CC=2)(C2C=CC=CC=2)C2C=CC=CC=2)[P](C2C=CC=CC=2)(C2C=CC=CC=2)C2C=CC=CC=2)(C2C=CC=CC=2)C2C=CC=CC=2)=CC=1. The product is [F:18][C:8]1[C:7](/[CH:29]=[CH:28]/[C:30]2[CH:35]=[CH:34][N:33]=[CH:32][CH:31]=2)=[CH:14][C:13]([CH2:15][CH2:16][CH3:17])=[CH:12][C:9]=1[C:10]#[N:11]. The yield is 0.740. (2) The reactants are [C:1]([C:5]1[CH:6]=[C:7]([N:15]2[CH2:20][CH2:19][N:18]([CH2:21][CH2:22][CH2:23][CH2:24][NH2:25])[CH2:17][CH2:16]2)[CH:8]=[C:9]([C:11]([CH3:14])([CH3:13])[CH3:12])[CH:10]=1)([CH3:4])([CH3:3])[CH3:2].C1N=CN([C:31]([N:33]2[CH:37]=N[CH:35]=[CH:34]2)=[O:32])C=1.C1[C:43]2[NH:44][C:45]3[C:50]([C:42]=2CCN1)=[CH:49][CH:48]=[CH:47][CH:46]=3. The catalyst is C(Cl)(Cl)Cl.CO. The product is [C:11]([C:9]1[CH:8]=[C:7]([N:15]2[CH2:20][CH2:19][N:18]([CH2:21][CH2:22][CH2:23][CH2:24][NH:25][C:31]([N:33]3[CH2:34][CH2:35][C:43]4[NH:44][C:45]5[CH:46]=[CH:47][CH:48]=[CH:49][C:50]=5[C:42]=4[CH2:37]3)=[O:32])[CH2:17][CH2:16]2)[CH:6]=[C:5]([C:1]([CH3:2])([CH3:3])[CH3:4])[CH:10]=1)([CH3:14])([CH3:13])[CH3:12]. The yield is 0.310. (3) The reactants are [C:1]([C:5]1[CH:9]=[C:8]([NH:10][C:11]([NH:13][C@@H:14]2[C:23]3[C:18](=[CH:19][CH:20]=[CH:21][CH:22]=3)[C@H:17]([O:24][C:25]3[CH:26]=[CH:27][C:28]4[N:29]([C:31]([N:34]5[CH2:39][CH2:38][O:37][CH2:36][C@@H:35]5[CH3:40])=[N:32][N:33]=4)[CH:30]=3)[CH2:16][CH2:15]2)=[O:12])[N:7]([C:41]2[CH:42]=[C:43]([CH:52]=[CH:53][CH:54]=2)[O:44][CH2:45][CH2:46][O:47]S(C)(=O)=O)[N:6]=1)([CH3:4])([CH3:3])[CH3:2].[CH3:55][NH:56][CH3:57].C1C[O:61]CC1. No catalyst specified. The product is [CH:46]([OH:47])=[O:61].[C:1]([C:5]1[CH:9]=[C:8]([NH:10][C:11]([NH:13][C@@H:14]2[C:23]3[C:18](=[CH:19][CH:20]=[CH:21][CH:22]=3)[C@H:17]([O:24][C:25]3[CH:26]=[CH:27][C:28]4[N:29]([C:31]([N:34]5[CH2:39][CH2:38][O:37][CH2:36][C@@H:35]5[CH3:40])=[N:32][N:33]=4)[CH:30]=3)[CH2:16][CH2:15]2)=[O:12])[N:7]([C:41]2[CH:54]=[CH:53][CH:52]=[C:43]([O:44][CH2:45][CH2:46][N:56]([CH3:57])[CH3:55])[CH:42]=2)[N:6]=1)([CH3:3])([CH3:2])[CH3:4]. The yield is 0.340. (4) The reactants are [C:1]([C:5]1[CH:15]=[C:14]([S:16][C:17]([S:20][C:21]2[CH:26]=[C:25]([C:27]([CH3:30])([CH3:29])[CH3:28])[C:24]([OH:31])=[C:23]([C:32]([CH3:35])([CH3:34])[CH3:33])[CH:22]=2)([CH3:19])[CH3:18])[CH:13]=[C:12]([C:36]([CH3:39])([CH3:38])[CH3:37])[C:6]=1[O:7][CH2:8][C:9](O)=[O:10])([CH3:4])([CH3:3])[CH3:2].B. The catalyst is C1COCC1. The product is [C:32]([C:23]1[CH:22]=[C:21]([S:20][C:17]([S:16][C:14]2[CH:13]=[C:12]([C:36]([CH3:37])([CH3:38])[CH3:39])[C:6]([O:7][CH2:8][CH2:9][OH:10])=[C:5]([C:1]([CH3:4])([CH3:3])[CH3:2])[CH:15]=2)([CH3:19])[CH3:18])[CH:26]=[C:25]([C:27]([CH3:30])([CH3:29])[CH3:28])[C:24]=1[OH:31])([CH3:33])([CH3:34])[CH3:35]. The yield is 0.640.